From a dataset of Forward reaction prediction with 1.9M reactions from USPTO patents (1976-2016). Predict the product of the given reaction. (1) Given the reactants [NH2:1][C:2]1[C:3]([NH:9][C:10](=[O:16])[O:11][C:12]([CH3:15])([CH3:14])[CH3:13])=[N:4][CH:5]=[C:6]([Br:8])[CH:7]=1.C(N(C(C)C)CC)(C)C.[CH3:26][S:27](Cl)(=[O:29])=[O:28], predict the reaction product. The product is: [Br:8][C:6]1[CH:7]=[C:2]([N:1]([S:27]([CH3:26])(=[O:29])=[O:28])[S:27]([CH3:26])(=[O:29])=[O:28])[C:3]([NH:9][C:10](=[O:16])[O:11][C:12]([CH3:13])([CH3:15])[CH3:14])=[N:4][CH:5]=1. (2) Given the reactants [N:1]([CH2:4][C:5]1[C:13]2[C:8](=[N:9][CH:10]=[CH:11][CH:12]=2)[NH:7][CH:6]=1)=[N+]=[N-], predict the reaction product. The product is: [NH:7]1[C:8]2=[N:9][CH:10]=[CH:11][CH:12]=[C:13]2[C:5]([CH2:4][NH2:1])=[CH:6]1. (3) Given the reactants C(O[C:6]([NH:8][C@H:9]([CH:13]1[CH2:21][C:20]2[C:15](=[CH:16][CH:17]=[CH:18][CH:19]=2)[CH2:14]1)[C:10]([OH:12])=O)=[O:7])(C)(C)C.CN1CCOCC1.C(OC(Cl)=O)(C)C.[O:36]1[C:40]2[CH:41]=[CH:42][C:43]([CH:45]([NH:51][C@H:52](C(O)=O)[CH2:53][CH:54]([CH3:56])[CH3:55])[C:46]([N:48]([CH3:50])[CH3:49])=[O:47])=[CH:44][C:39]=2[CH:38]=[CH:37]1, predict the reaction product. The product is: [O:36]1[C:40]2[CH:41]=[CH:42][C:43]([C@@H:45]([N:51]3[C@H:52]([CH2:53][CH:54]([CH3:56])[CH3:55])[C:6](=[O:7])[NH:8][C@H:9]([CH:13]4[CH2:14][C:15]5[C:20](=[CH:19][CH:18]=[CH:17][CH:16]=5)[CH2:21]4)[C:10]3=[O:12])[C:46]([N:48]([CH3:49])[CH3:50])=[O:47])=[CH:44][C:39]=2[CH:38]=[CH:37]1. (4) The product is: [CH3:45][S:42]([NH:41][C:38]1[CH:39]=[C:40]2[C:35](=[CH:36][CH:37]=1)[O:34][C:28]1([CH2:29][CH2:30][N:31]([CH2:11][CH2:12][O:13][CH2:14][CH2:15][NH:16][C:17](=[O:23])[O:18][C:19]([CH3:22])([CH3:21])[CH3:20])[CH2:32][CH2:33]1)[CH2:27][C:26]2=[O:25])(=[O:43])=[O:44]. Given the reactants C(N(CC)C(C)C)(C)C.Br[CH2:11][CH2:12][O:13][CH2:14][CH2:15][NH:16][C:17](=[O:23])[O:18][C:19]([CH3:22])([CH3:21])[CH3:20].Cl.[O:25]=[C:26]1[C:40]2[C:35](=[CH:36][CH:37]=[C:38]([NH:41][S:42]([CH3:45])(=[O:44])=[O:43])[CH:39]=2)[O:34][C:28]2([CH2:33][CH2:32][NH:31][CH2:30][CH2:29]2)[CH2:27]1.CO, predict the reaction product. (5) Given the reactants [F:1][C:2]1[CH:3]=[C:4]([C:9]2[CH:10]=[CH:11][C:12]([NH2:15])=[N:13][CH:14]=2)[CH:5]=[C:6]([F:8])[CH:7]=1.[CH3:16][C:17]1([CH3:31])[CH:21]2[CH2:22][CH:23]([CH2:26][C:27](O)=[O:28])[CH2:24][CH2:25][N:20]2[C:19](=[O:30])[O:18]1, predict the reaction product. The product is: [F:8][C:6]1[CH:5]=[C:4]([C:9]2[CH:10]=[CH:11][C:12]([NH:15][C:27](=[O:28])[CH2:26][C@H:23]3[CH2:24][CH2:25][N:20]4[C:19](=[O:30])[O:18][C:17]([CH3:16])([CH3:31])[C@H:21]4[CH2:22]3)=[N:13][CH:14]=2)[CH:3]=[C:2]([F:1])[CH:7]=1. (6) The product is: [Cl:1][C:2]1[CH:3]=[C:4]([C:8]2[C:9]3[N:22]([CH2:23][C@H:24]4[CH2:29][CH2:28][C@H:27]([CH3:30])[CH2:26][CH2:25]4)[C:21]([C:31]([C:33]4[CH:38]=[CH:37][CH:36]=[CH:35][C:34]=4[F:39])=[O:32])=[N:20][C:10]=3[CH:11]=[C:12]([C:14]3[NH:18][C:17](=[O:19])[O:16][N:15]=3)[N:13]=2)[CH:5]=[N:6][CH:7]=1. Given the reactants [Cl:1][C:2]1[CH:3]=[C:4]([C:8]2[N:13]=[C:12]([C:14]3[NH:18][C:17](=[O:19])[O:16][N:15]=3)[CH:11]=[C:10]3[N:20]=[C:21]([CH:31]([C:33]4[CH:38]=[CH:37][CH:36]=[CH:35][C:34]=4[F:39])[OH:32])[N:22]([CH2:23][C@H:24]4[CH2:29][CH2:28][C@H:27]([CH3:30])[CH2:26][CH2:25]4)[C:9]=23)[CH:5]=[N:6][CH:7]=1.CC(OI1(OC(C)=O)(OC(C)=O)OC(=O)C2C1=CC=CC=2)=O.S([O-])([O-])(=O)=S.[Na+].[Na+], predict the reaction product. (7) Given the reactants [CH3:1][CH:2]1[CH2:7][CH:6]=[CH:5][CH2:4][CH:3]1[CH:8]=[O:9].C=CC=C.[CH:14](=[O:18])/C=C/C.C=O.[OH-].[K+], predict the reaction product. The product is: [CH3:1][CH:2]1[C:3]([CH2:14][OH:18])([CH2:8][OH:9])[CH2:4][CH:5]=[CH:6][CH2:7]1.